Dataset: CYP1A2 inhibition data for predicting drug metabolism from PubChem BioAssay. Task: Regression/Classification. Given a drug SMILES string, predict its absorption, distribution, metabolism, or excretion properties. Task type varies by dataset: regression for continuous measurements (e.g., permeability, clearance, half-life) or binary classification for categorical outcomes (e.g., BBB penetration, CYP inhibition). Dataset: cyp1a2_veith. (1) The compound is Cc1cc(C)c(S(C)(=O)=O)c(Oc2ccc(F)cc2)n1. The result is 1 (inhibitor). (2) The compound is CN1CCCN([C@@H](c2ccccc2)c2ccc(Cl)cc2)CC1. The result is 0 (non-inhibitor). (3) The drug is CNC(=S)NC1CC2CCCC(C1)N2CC(C)C. The result is 0 (non-inhibitor). (4) The molecule is NS(=O)(=O)c1cc2c(cc1Cl)NCNS2(=O)=O. The result is 0 (non-inhibitor). (5) The drug is c1ccc(CCCNc2nnnc3ccccc23)cc1. The result is 1 (inhibitor). (6) The drug is O=C(Nc1ccccc1)N1CC[C@@]2(CCCN(C(=O)c3cccc(F)c3)C2)C1. The result is 0 (non-inhibitor). (7) The drug is COCCNc1cc(-c2ccccc2C)ncn1. The result is 1 (inhibitor). (8) The compound is COc1ccccc1-c1ccc2ncnc(NCc3ccccc3)c2c1. The result is 1 (inhibitor).